This data is from TCR-epitope binding with 47,182 pairs between 192 epitopes and 23,139 TCRs. The task is: Binary Classification. Given a T-cell receptor sequence (or CDR3 region) and an epitope sequence, predict whether binding occurs between them. (1) The epitope is SQASSRSSSR. The TCR CDR3 sequence is CAGSQAGMAEQFF. Result: 0 (the TCR does not bind to the epitope). (2) The epitope is SEPVLKGVKL. The TCR CDR3 sequence is CASSRLGDGDSNQPQHF. Result: 0 (the TCR does not bind to the epitope).